Dataset: Full USPTO retrosynthesis dataset with 1.9M reactions from patents (1976-2016). Task: Predict the reactants needed to synthesize the given product. (1) Given the product [F:17][C:14]1[CH:15]=[CH:16][C:11]([O:9][C:4]2[CH:5]=[CH:6][CH:7]=[CH:8][C:3]=2[O:2][CH3:1])=[C:12]([N+:18]([O-:20])=[O:19])[CH:13]=1.[F:33][C:30]1[CH:31]=[CH:32][C:26]([O:25][C:24]2[CH:34]=[CH:35][CH:36]=[CH:37][C:23]=2[O:22][CH3:21])=[C:27]([NH:28][C:4]([NH:38][C:39]2[S:40][CH:41]=[CH:42][N:43]=2)=[O:9])[CH:29]=1, predict the reactants needed to synthesize it. The reactants are: [CH3:1][O:2][C:3]1[CH:8]=[CH:7][CH:6]=[CH:5][C:4]=1[OH:9].F[C:11]1[CH:16]=[CH:15][C:14]([F:17])=[CH:13][C:12]=1[N+:18]([O-:20])=[O:19].[CH3:21][O:22][C:23]1[CH:37]=[CH:36][CH:35]=[CH:34][C:24]=1[O:25][C:26]1[CH:32]=[CH:31][C:30]([F:33])=[CH:29][C:27]=1[NH2:28].[NH2:38][C:39]1[S:40][CH:41]=[CH:42][N:43]=1. (2) Given the product [NH2:1][C:2]1[S:6][N:5]=[C:4]([S:7][CH2:8][C:9]2[C:19]3[CH2:18][CH2:17][NH:16][CH2:15][CH2:14][C:13]=3[CH:12]=[CH:11][C:10]=2[Cl:27])[N:3]=1, predict the reactants needed to synthesize it. The reactants are: [NH2:1][C:2]1[S:6][N:5]=[C:4]([S:7][CH2:8][C:9]2[C:19]3[CH2:18][CH2:17][N:16](C(OC(C)(C)C)=O)[CH2:15][CH2:14][C:13]=3[CH:12]=[CH:11][C:10]=2[Cl:27])[N:3]=1.FC(F)(F)C(O)=O. (3) The reactants are: [Cl:1][C:2]1[CH:7]=[C:6]([CH3:8])[CH:5]=[C:4]([CH3:9])[C:3]=1[N:10]1[CH2:15][CH2:14][CH2:13][C:12]2=[C:16]([NH2:20])[N:17]([CH3:19])[N:18]=[C:11]12.C(N(CC)CC)C.[C:28](Cl)(=[O:31])[CH2:29][CH3:30].C(O)(=O)CC(CC(O)=O)(C(O)=O)O. Given the product [Cl:1][C:2]1[CH:7]=[C:6]([CH3:8])[CH:5]=[C:4]([CH3:9])[C:3]=1[N:10]1[CH2:15][CH2:14][CH2:13][C:12]2=[C:16]([NH:20][C:28](=[O:31])[CH2:29][CH3:30])[N:17]([CH3:19])[N:18]=[C:11]12, predict the reactants needed to synthesize it. (4) Given the product [Cl:21][C:22]1[CH:23]=[C:24]([CH2:29][C@@H:30]([C:34]2[CH:35]=[CH:36][CH:37]=[CH:38][CH:39]=2)[C:31]([NH:1][C@H:2]2[C:8](=[O:9])[N:7]([CH3:10])[C:6]3[CH:11]=[CH:12][CH:13]=[CH:14][C:5]=3[C:4]([C:15]3[CH:20]=[CH:19][CH:18]=[CH:17][CH:16]=3)=[N:3]2)=[O:32])[CH:25]=[CH:26][C:27]=1[Cl:28], predict the reactants needed to synthesize it. The reactants are: [NH2:1][C@H:2]1[C:8](=[O:9])[N:7]([CH3:10])[C:6]2[CH:11]=[CH:12][CH:13]=[CH:14][C:5]=2[C:4]([C:15]2[CH:20]=[CH:19][CH:18]=[CH:17][CH:16]=2)=[N:3]1.[Cl:21][C:22]1[CH:23]=[C:24]([CH2:29][C@@H:30]([C:34]2[CH:39]=[CH:38][CH:37]=[CH:36][CH:35]=2)[C:31](O)=[O:32])[CH:25]=[CH:26][C:27]=1[Cl:28]. (5) Given the product [Br:30][C:26]1[CH:25]=[C:24]([CH:29]=[CH:28][CH:27]=1)[CH2:23][O:22][C:20]1[CH:19]=[CH:18][C:17]([S:31][C:32]2[CH:37]=[CH:36][C:35]([OH:38])=[CH:34][CH:33]=2)=[C:16]([NH:15][C:2]2[C:3]3[C:8](=[N:7][C:6]([CH2:12][CH2:13][CH3:14])=[CH:5][CH:4]=3)[N:9]=[CH:10][CH:11]=2)[CH:21]=1, predict the reactants needed to synthesize it. The reactants are: Cl[C:2]1[CH:11]=[CH:10][N:9]=[C:8]2[C:3]=1[CH:4]=[CH:5][C:6]([CH2:12][CH2:13][CH3:14])=[N:7]2.[NH2:15][C:16]1[CH:21]=[C:20]([O:22][CH2:23][C:24]2[CH:29]=[CH:28][CH:27]=[C:26]([Br:30])[CH:25]=2)[CH:19]=[CH:18][C:17]=1[S:31][C:32]1[CH:37]=[CH:36][C:35]([OH:38])=[CH:34][CH:33]=1.